Predict the product of the given reaction. From a dataset of Forward reaction prediction with 1.9M reactions from USPTO patents (1976-2016). (1) Given the reactants Br[C:2]1[CH2:6][CH2:5][CH2:4][C:3]=1[N:7]1[C:15]2[CH:14]=[CH:13][C:12]([CH3:16])=[CH:11][C:10]=2[C:9]2[CH2:17][N:18]([CH3:21])[CH2:19][CH2:20][C:8]1=2.[CH3:22][C:23]1[CH:27]=[CH:26][S:25][C:24]=1B1OC(C)(C)C(C)(C)O1.C(=O)([O-])[O-].[K+].[K+], predict the reaction product. The product is: [CH3:21][N:18]1[CH2:19][CH2:20][C:8]2[N:7]([C:3]3[CH2:4][CH2:5][CH2:6][C:2]=3[C:24]3[S:25][CH:26]=[CH:27][C:23]=3[CH3:22])[C:15]3[CH:14]=[CH:13][C:12]([CH3:16])=[CH:11][C:10]=3[C:9]=2[CH2:17]1. (2) Given the reactants O1[C:5]2([CH2:10][CH2:9][N:8]([C:11]3[CH:12]=[C:13]([NH:17][C:18]4[N:23]=[CH:22][C:21]([O:24][CH2:25][C:26]5[C:31]([F:32])=[C:30]([F:33])[CH:29]=[C:28]([F:34])[C:27]=5[F:35])=[CH:20][N:19]=4)[CH:14]=[CH:15][CH:16]=3)[CH2:7][CH2:6]2)[O:4]CC1.Cl.[OH-].[Na+].C(=O)([O-])O.[Na+], predict the reaction product. The product is: [F:35][C:27]1[C:28]([F:34])=[CH:29][C:30]([F:33])=[C:31]([F:32])[C:26]=1[CH2:25][O:24][C:21]1[CH:20]=[N:19][C:18]([NH:17][C:13]2[CH:12]=[C:11]([N:8]3[CH2:9][CH2:10][C:5](=[O:4])[CH2:6][CH2:7]3)[CH:16]=[CH:15][CH:14]=2)=[N:23][CH:22]=1. (3) Given the reactants C[N:2]([CH3:5])[CH:3]=[O:4].[Cl-].[CH2:7]([O:14]C(NCCCCCC(O)=O)=O)[C:8]1[CH:13]=[CH:12][CH:11]=[CH:10][CH:9]=1.[CH2:26]([O:33]C(NCCCCCC(Cl)=O)=O)[C:27]1C=CC=[CH:29][CH:28]=1.[NH2:45][C:46]1[CH:54]=[CH:53][CH:52]=[CH:51][C:47]=1[C:48]([NH2:50])=[O:49].[CH:55](N(C(C)C)CC)(C)C, predict the reaction product. The product is: [CH2:7]([O:14][C:3]([NH:2][CH:5]([CH3:55])[CH2:29][CH2:28][CH2:27][C:26]([NH:45][C:46]1[CH:54]=[CH:53][CH:52]=[CH:51][C:47]=1[C:48]([NH2:50])=[O:49])=[O:33])=[O:4])[C:8]1[CH:13]=[CH:12][CH:11]=[CH:10][CH:9]=1. (4) Given the reactants [F:1][C:2]([F:11])([F:10])[CH2:3][CH2:4][CH:5]([C:8]#[N:9])[C:6]#[N:7].[CH:12]([C:14]([CH2:16][CH3:17])=[O:15])=[CH2:13].C(=O)([O-])[O-].[K+].[K+].Cl, predict the reaction product. The product is: [F:1][C:2]([F:10])([F:11])[CH2:3][CH2:4][C:5]([CH2:13][CH2:12][C:14](=[O:15])[CH2:16][CH3:17])([C:8]#[N:9])[C:6]#[N:7]. (5) Given the reactants [CH3:1][CH2:2][O:3][C:4]([C:6]1[N:15](C(OC(C)(C)C)=O)[C:9]2=[N:10][CH:11]=[C:12]([OH:14])[CH:13]=[C:8]2[CH:7]=1)=[O:5].C(=O)([O-])[O-].[K+].[K+].Br[CH2:30][CH2:31][CH2:32][Cl:33].[Cl-].[NH4+], predict the reaction product. The product is: [CH2:2]([O:3][C:4]([C:6]1[NH:15][C:9]2=[N:10][CH:11]=[C:12]([O:14][CH2:30][CH2:31][CH2:32][Cl:33])[CH:13]=[C:8]2[CH:7]=1)=[O:5])[CH3:1]. (6) Given the reactants [CH3:1][O:2][C:3]([CH2:5][CH2:6][C:7]1[CH:15]=[CH:14][C:10]([C:11]([OH:13])=O)=[CH:9][CH:8]=1)=[O:4].[CH2:16]([O:23][C:24]([NH:26][C@@H:27]([CH2:35][NH2:36])[C:28]([O:30][C:31]([CH3:34])([CH3:33])[CH3:32])=[O:29])=[O:25])[C:17]1[CH:22]=[CH:21][CH:20]=[CH:19][CH:18]=1.F[B-](F)(F)F.C(C(=NOC(N(C)C)=[N+](C)C)C(OCC)=O)#N.C(N(C(C)C)CC)(C)C, predict the reaction product. The product is: [CH2:16]([O:23][C:24]([NH:26][C@@H:27]([CH2:35][NH:36][C:11](=[O:13])[C:10]1[CH:9]=[CH:8][C:7]([CH2:6][CH2:5][C:3]([O:2][CH3:1])=[O:4])=[CH:15][CH:14]=1)[C:28]([O:30][C:31]([CH3:32])([CH3:33])[CH3:34])=[O:29])=[O:25])[C:17]1[CH:18]=[CH:19][CH:20]=[CH:21][CH:22]=1.